This data is from Reaction yield outcomes from USPTO patents with 853,638 reactions. The task is: Predict the reaction yield, written as a fraction of the theoretical maximum amount of product (1.0 means a 100% yield; for example, 0.34 means a 34% yield). (1) The reactants are [F:1][CH2:2][CH2:3][CH2:4][O:5][C:6]1[CH:14]=[C:13]2[C:9]([CH2:10][C:11]3([CH2:20][CH2:19][C:18](=[O:21])[CH2:17][CH2:16]3)[C:12]2=[O:15])=[CH:8][CH:7]=1.CO.[B-][N+](C)(C)C.O.C(O)(=O)CC(CC(O)=O)(C(O)=O)O. The catalyst is O1CCCC1.O. The product is [F:1][CH2:2][CH2:3][CH2:4][O:5][C:6]1[CH:14]=[C:13]2[C:9]([CH2:10][C:11]3([CH2:16][CH2:17][CH:18]([OH:21])[CH2:19][CH2:20]3)[C:12]2=[O:15])=[CH:8][CH:7]=1. The yield is 0.610. (2) The reactants are Cl.[NH2:2][C@@H:3]([CH2:8][C:9]1[CH:14]=[CH:13][C:12]([I:15])=[CH:11][CH:10]=1)[C:4]([O:6][CH3:7])=[O:5].[C:16]([O-])(=[O:18])[CH3:17].[Na+].C(OC(=O)C)(=O)C. The catalyst is Cl. The product is [C:16]([NH:2][C@@H:3]([CH2:8][C:9]1[CH:10]=[CH:11][C:12]([I:15])=[CH:13][CH:14]=1)[C:4]([O:6][CH3:7])=[O:5])(=[O:18])[CH3:17]. The yield is 0.560.